From a dataset of Reaction yield outcomes from USPTO patents with 853,638 reactions. Predict the reaction yield, written as a fraction of the theoretical maximum amount of product (1.0 means a 100% yield; for example, 0.34 means a 34% yield). (1) The reactants are [NH2:1][C@@H:2]([CH2:33][C:34]1[CH:39]=[CH:38][CH:37]=[CH:36][CH:35]=1)[C@@H:3]([OH:32])[CH2:4][C@H:5]([NH:19][C:20]([C@@H:22]([NH:27][C:28](=[O:31])[O:29][CH3:30])[C:23]([CH3:26])([CH3:25])[CH3:24])=[O:21])[CH2:6][C:7]1[CH:12]=[CH:11][C:10]([C:13]2[CH:18]=[CH:17][CH:16]=[CH:15][N:14]=2)=[CH:9][CH:8]=1.[CH3:40][O:41][C:42]1[CH:43]=[C:44]([CH:60]=[CH:61][CH:62]=1)[CH2:45][N:46]1[CH2:50][CH2:49][N:48]([C@@H:51]([C:55]([CH3:58])([CH3:57])[CH3:56])[C:52](O)=[O:53])[C:47]1=[O:59].CCOP(ON1N=NC2C=CC=CC=2C1=O)(OCC)=O.C(N(CC)C(C)C)(C)C. The catalyst is C1COCC1. The product is [OH:32][C@H:3]([C@@H:2]([NH:1][C:52](=[O:53])[C@@H:51]([N:48]1[CH2:49][CH2:50][N:46]([CH2:45][C:44]2[CH:60]=[CH:61][CH:62]=[C:42]([O:41][CH3:40])[CH:43]=2)[C:47]1=[O:59])[C:55]([CH3:58])([CH3:57])[CH3:56])[CH2:33][C:34]1[CH:35]=[CH:36][CH:37]=[CH:38][CH:39]=1)[CH2:4][C@H:5]([NH:19][C:20]([C@@H:22]([NH:27][C:28](=[O:31])[O:29][CH3:30])[C:23]([CH3:26])([CH3:25])[CH3:24])=[O:21])[CH2:6][C:7]1[CH:12]=[CH:11][C:10]([C:13]2[CH:18]=[CH:17][CH:16]=[CH:15][N:14]=2)=[CH:9][CH:8]=1. The yield is 0.540. (2) The reactants are [CH3:1][C:2]1([CH3:16])[C:11]2[C:6](=[CH:7][C:8]([NH:12]C(=O)C)=[CH:9][CH:10]=2)[O:5][CH2:4][CH2:3]1.[OH-].[Na+]. The catalyst is Cl. The product is [CH3:1][C:2]1([CH3:16])[C:11]2[C:6](=[CH:7][C:8]([NH2:12])=[CH:9][CH:10]=2)[O:5][CH2:4][CH2:3]1. The yield is 0.920. (3) The yield is 0.130. The catalyst is C(#N)C. The product is [F:1][C:2]([F:10])([C:3]1[S:5][C:12]([C:13]([O:15][CH2:16][CH3:17])=[O:14])=[C:18]([C:19]([F:20])([F:22])[F:21])[N:4]=1)[C:6]([F:9])([F:8])[F:7]. The reactants are [F:1][C:2]([F:10])([C:6]([F:9])([F:8])[F:7])[C:3](=[S:5])[NH2:4].Cl[CH:12]([C:18](=O)[C:19]([F:22])([F:21])[F:20])[C:13]([O:15][CH2:16][CH3:17])=[O:14].FF.C(N(CC)CC)C. (4) The reactants are [NH:1]1[C:9]2[C:4](=[CH:5][C:6]([C:10]3([C:13]([O:15]C)=[O:14])[CH2:12][CH2:11]3)=[CH:7][CH:8]=2)[CH:3]=[CH:2]1.[Li+].[OH-].Cl. The catalyst is CO.O. The product is [NH:1]1[C:9]2[C:4](=[CH:5][C:6]([C:10]3([C:13]([OH:15])=[O:14])[CH2:12][CH2:11]3)=[CH:7][CH:8]=2)[CH:3]=[CH:2]1. The yield is 0.870. (5) The reactants are C(OC([N:8]1[CH2:12][CH2:11][CH2:10][CH:9]1[CH2:13][O:14][C:15]1[CH:20]=[CH:19][C:18]([C:21]([O:23][CH3:24])=[O:22])=[CH:17][N:16]=1)=O)(C)(C)C.C(O)(C(F)(F)F)=O. The catalyst is C(Cl)Cl. The product is [NH:8]1[CH2:12][CH2:11][CH2:10][CH:9]1[CH2:13][O:14][C:15]1[CH:20]=[CH:19][C:18]([C:21]([O:23][CH3:24])=[O:22])=[CH:17][N:16]=1. The yield is 0.900. (6) The reactants are [F:1][C:2]1[CH:3]=[CH:4][C:5]([O:10][C:11]2[CH:12]=[C:13]3[C:17](=[CH:18][CH:19]=2)[NH:16][N:15]=[CH:14]3)=[C:6]([CH:9]=1)[C:7]#[N:8].[H-].[Na+].[CH3:22][C:23]1([CH3:26])[CH2:25][O:24]1. The catalyst is CN(C=O)C.CCOCC. The product is [F:1][C:2]1[CH:3]=[CH:4][C:5]([O:10][C:11]2[CH:12]=[C:13]3[C:17](=[CH:18][CH:19]=2)[N:16]([CH2:22][C:23]([OH:24])([CH3:26])[CH3:25])[N:15]=[CH:14]3)=[C:6]([CH:9]=1)[C:7]#[N:8]. The yield is 0.470.